From a dataset of Forward reaction prediction with 1.9M reactions from USPTO patents (1976-2016). Predict the product of the given reaction. (1) Given the reactants [CH3:1][C:2]1([CH3:37])[CH2:7][CH:6]([NH:8][C:9]2[N:14]=[C:13]([C:15]3[CH:20]=[CH:19][C:18]([CH2:21][CH2:22][CH2:23]OS(C4C=CC(C)=CC=4)(=O)=O)=[CH:17][CH:16]=3)[CH:12]=[CH:11][N:10]=2)[CH2:5][C:4]([CH3:36])([CH3:35])[NH:3]1.[NH3:38], predict the reaction product. The product is: [NH2:38][CH2:23][CH2:22][CH2:21][C:18]1[CH:17]=[CH:16][C:15]([C:13]2[CH:12]=[CH:11][N:10]=[C:9]([NH:8][CH:6]3[CH2:5][C:4]([CH3:36])([CH3:35])[NH:3][C:2]([CH3:37])([CH3:1])[CH2:7]3)[N:14]=2)=[CH:20][CH:19]=1. (2) Given the reactants [H-].[Na+].[F:3][C:4]([F:21])([F:20])[C:5]1[CH:6]=[C:7]([CH:17]=[CH:18][CH:19]=1)[O:8][C:9]1[CH:16]=[CH:15][C:12]([CH:13]=O)=[CH:11][CH:10]=1.[I-].[CH3:23][P+](C1C=CC=CC=1)(C1C=CC=CC=1)C1C=CC=CC=1, predict the reaction product. The product is: [F:3][C:4]([F:21])([F:20])[C:5]1[CH:19]=[CH:18][CH:17]=[C:7]([O:8][C:9]2[CH:16]=[CH:15][C:12]([CH:13]=[CH2:23])=[CH:11][CH:10]=2)[CH:6]=1. (3) Given the reactants [C:1]([C:3]1[CH:8]=[CH:7][C:6]([C:9]2[CH:10]=[N:11][N:12]3[CH:17]=[CH:16][C:15]([C:18]4[CH:26]=[CH:25][C:21]([C:22]([OH:24])=O)=[CH:20][CH:19]=4)=[N:14][C:13]=23)=[CH:5][CH:4]=1)#[N:2].CN1CCOCC1.CN(C(ON1N=NC2C=CC=NC1=2)=[N+](C)C)C.F[P-](F)(F)(F)(F)F.[CH3:58][N:59]1[CH2:64][CH2:63][NH:62][CH2:61][CH2:60]1, predict the reaction product. The product is: [CH3:58][N:59]1[CH2:64][CH2:63][N:62]([C:22]([C:21]2[CH:20]=[CH:19][C:18]([C:15]3[CH:16]=[CH:17][N:12]4[N:11]=[CH:10][C:9]([C:6]5[CH:5]=[CH:4][C:3]([C:1]#[N:2])=[CH:8][CH:7]=5)=[C:13]4[N:14]=3)=[CH:26][CH:25]=2)=[O:24])[CH2:61][CH2:60]1. (4) Given the reactants [F:1][C:2]1[CH:3]=[C:4]([CH:6]=[C:7]([F:9])[CH:8]=1)[NH2:5].[Li]CCCC.Cl[Si](C)(C)C.[CH3:20][N:21]1[CH2:26][CH2:25][C:24](=[O:27])[CH2:23][CH2:22]1.Cl, predict the reaction product. The product is: [F:1][C:2]1[CH:3]=[C:4]([CH:6]=[C:7]([F:9])[C:8]=1[C:24]1([OH:27])[CH2:25][CH2:26][N:21]([CH3:20])[CH2:22][CH2:23]1)[NH2:5]. (5) Given the reactants [NH:1]1[CH2:6][CH2:5][O:4][CH2:3][C:2]1=[O:7].[H-].[Na+].Br[CH2:11][CH2:12][CH2:13][O:14][C:15]1[CH:20]=[CH:19][CH:18]=[CH:17][C:16]=1/[CH:21]=[CH:22]/[CH:23]([CH2:36][C:37]1[CH:42]=[CH:41][C:40]([C:43]([O:45][CH3:46])=[O:44])=[CH:39][CH:38]=1)[CH2:24][CH2:25][C:26]1[CH:35]=[CH:34][C:29]([C:30]([O:32][CH3:33])=[O:31])=[CH:28][CH:27]=1.[Cl-].[NH4+], predict the reaction product. The product is: [CH3:46][O:45][C:43]([C:40]1[CH:39]=[CH:38][C:37]([CH2:36][CH:23](/[CH:22]=[CH:21]/[C:16]2[CH:17]=[CH:18][CH:19]=[CH:20][C:15]=2[O:14][CH2:13][CH2:12][CH2:11][N:1]2[CH2:6][CH2:5][O:4][CH2:3][C:2]2=[O:7])[CH2:24][CH2:25][C:26]2[CH:35]=[CH:34][C:29]([C:30]([O:32][CH3:33])=[O:31])=[CH:28][CH:27]=2)=[CH:42][CH:41]=1)=[O:44]. (6) Given the reactants [N+:1]([C:4]1[CH:9]=[CH:8][C:7]([NH:10][CH:11]([CH2:14][OH:15])[CH2:12][OH:13])=[CH:6][CH:5]=1)([O-])=O.C1(N)C(F)=C(F)C(F)=C(N)C=1F.[ClH:28].Cl, predict the reaction product. The product is: [ClH:28].[ClH:28].[NH2:1][C:4]1[CH:9]=[CH:8][C:7]([NH:10][CH:11]([CH2:12][OH:13])[CH2:14][OH:15])=[CH:6][CH:5]=1. (7) Given the reactants C1(CCOC2N=C3C(N=C(OC)N3CCC3CCOC3)=C(N)N=2)CC1.FC(F)(F)C(O)=O.[CH3:33][C@H:34]([O:38][C:39]1[NH:40][C:41]([NH2:50])=[C:42]2[C:46]([N:47]=1)=[N:45][C:44]([O:48][CH3:49])=[N:43]2)[CH2:35][CH2:36][CH3:37].Br[CH2:52][CH2:53][CH2:54][CH2:55][CH:56]1[CH2:61][CH2:60][CH2:59][O:58][CH2:57]1, predict the reaction product. The product is: [CH3:33][C@H:34]([O:38][C:39]1[N:47]=[C:46]2[C:42]([N:43]=[C:44]([O:48][CH3:49])[N:45]2[CH2:52][CH2:53][CH2:54][CH2:55][CH:56]2[CH2:61][CH2:60][CH2:59][O:58][CH2:57]2)=[C:41]([NH2:50])[N:40]=1)[CH2:35][CH2:36][CH3:37].